This data is from Antibody developability classification from SAbDab with 2,409 antibodies. The task is: Regression/Classification. Given an antibody's heavy chain and light chain sequences, predict its developability. TAP uses regression for 5 developability metrics; SAbDab uses binary classification. The antibody is ['4yx2', 'PROT_14D1CE4D']. Result: 0 (not developable).